This data is from Forward reaction prediction with 1.9M reactions from USPTO patents (1976-2016). The task is: Predict the product of the given reaction. (1) Given the reactants Br[CH2:2][CH2:3][CH2:4][O:5][C:6]1[CH:15]=[CH:14][C:9]2[C:10]([CH3:13])=[CH:11][O:12][C:8]=2[CH:7]=1.[CH2:16]([O:18][C:19](=[O:31])[CH2:20][C@H:21]1[C:29]2[C:24](=[CH:25][C:26]([OH:30])=[CH:27][CH:28]=2)[CH2:23][CH2:22]1)[CH3:17].O.C([O-])([O-])=O.[Cs+].[Cs+], predict the reaction product. The product is: [CH2:16]([O:18][C:19](=[O:31])[CH2:20][C@H:21]1[C:29]2[C:24](=[CH:25][C:26]([O:30][CH2:2][CH2:3][CH2:4][O:5][C:6]3[CH:15]=[CH:14][C:9]4[C:10]([CH3:13])=[CH:11][O:12][C:8]=4[CH:7]=3)=[CH:27][CH:28]=2)[CH2:23][CH2:22]1)[CH3:17]. (2) Given the reactants Cl.O1CCOCC1.[S:8]1[C:12]2[CH:13]=[C:14]([N:17]3[CH2:21][CH2:20][N:19]([C:22]4[CH:23]=[C:24]5[CH:30]=[CH:29][N:28](COCC[Si](C)(C)C)[C:25]5=[N:26][CH:27]=4)[C:18]3=[O:39])[CH:15]=[CH:16][C:11]=2[N:10]=[CH:9]1.CO.C([O-])([O-])=O.[Na+].[Na+], predict the reaction product. The product is: [S:8]1[C:12]2[CH:13]=[C:14]([N:17]3[CH2:21][CH2:20][N:19]([C:22]4[CH:23]=[C:24]5[CH:30]=[CH:29][NH:28][C:25]5=[N:26][CH:27]=4)[C:18]3=[O:39])[CH:15]=[CH:16][C:11]=2[N:10]=[CH:9]1. (3) Given the reactants [Cl:1][C:2]1[CH:7]=[CH:6][C:5]([C:8]2([CH:14]=[CH2:15])[CH2:13][CH2:12][NH:11][CH2:10][CH2:9]2)=[CH:4][CH:3]=1.Br[C:17]1[C:18]2[N:19]([N:23]=[C:24]([NH:26][C:27]3[CH:43]=[CH:42][C:30]([C:31]([N:33]([CH3:41])[CH:34]4[CH2:39][CH2:38][N:37]([CH3:40])[CH2:36][CH2:35]4)=[O:32])=[CH:29][CH:28]=3)[N:25]=2)[CH:20]=[CH:21][CH:22]=1.C(Cl)(Cl)Cl.C1C=CC(P(C2C(C3C(P(C4C=CC=CC=4)C4C=CC=CC=4)=CC=C4C=3C=CC=C4)=C3C(C=CC=C3)=CC=2)C2C=CC=CC=2)=CC=1.C([O-])([O-])=O.[Cs+].[Cs+], predict the reaction product. The product is: [Cl:1][C:2]1[CH:7]=[CH:6][C:5]([C:8]2([CH:14]=[CH2:15])[CH2:9][CH2:10][N:11]([C:17]3[C:18]4[N:19]([N:23]=[C:24]([NH:26][C:27]5[CH:43]=[CH:42][C:30]([C:31]([N:33]([CH3:41])[CH:34]6[CH2:35][CH2:36][N:37]([CH3:40])[CH2:38][CH2:39]6)=[O:32])=[CH:29][CH:28]=5)[N:25]=4)[CH:20]=[CH:21][CH:22]=3)[CH2:12][CH2:13]2)=[CH:4][CH:3]=1.